Dataset: Forward reaction prediction with 1.9M reactions from USPTO patents (1976-2016). Task: Predict the product of the given reaction. The product is: [CH2:36]([N:19]1[C:18]2[C:13](=[N:14][C:15]([Cl:29])=[CH:16][CH:17]=2)[CH:12]=[C:11]1[Br:10])[C:37]1[CH:42]=[CH:41][CH:40]=[CH:39][CH:38]=1. Given the reactants [OH-].[Na+].FC(F)(F)C(O)=O.[Br:10][C:11]1[N:19](S(C2C=CC=CC=2)(=O)=O)[C:18]2[C:13](=[N:14][C:15]([Cl:29])=[CH:16][CH:17]=2)[CH:12]=1.C([O-])([O-])=O.[K+].[K+].[CH2:36](Br)[C:37]1[CH:42]=[CH:41][CH:40]=[CH:39][CH:38]=1, predict the reaction product.